From a dataset of Reaction yield outcomes from USPTO patents with 853,638 reactions. Predict the reaction yield, written as a fraction of the theoretical maximum amount of product (1.0 means a 100% yield; for example, 0.34 means a 34% yield). (1) The reactants are [Cl:1][C:2]1[C:3]([S:32]([OH:35])(=[O:34])=O)=[N:4][CH:5]=[C:6]([C:17]([N:19]2[CH2:24][CH2:23][CH:22]([C:25]3[CH:30]=[CH:29][C:28]([F:31])=[CH:27][CH:26]=3)[CH2:21][CH2:20]2)=[O:18])[C:7]=1[NH:8][C:9]1[CH:14]=[CH:13][C:12]([F:15])=[CH:11][C:10]=1[CH3:16].[CH3:36][O:37][C:38]1[CH:44]=[CH:43][C:41]([NH2:42])=[CH:40][CH:39]=1. No catalyst specified. The product is [Cl:1][C:2]1[C:3]([S:32]([NH:42][C:41]2[CH:43]=[CH:44][C:38]([O:37][CH3:36])=[CH:39][CH:40]=2)(=[O:34])=[O:35])=[N:4][CH:5]=[C:6]([C:17]([N:19]2[CH2:20][CH2:21][CH:22]([C:25]3[CH:26]=[CH:27][C:28]([F:31])=[CH:29][CH:30]=3)[CH2:23][CH2:24]2)=[O:18])[C:7]=1[NH:8][C:9]1[CH:14]=[CH:13][C:12]([F:15])=[CH:11][C:10]=1[CH3:16]. The yield is 0.570. (2) The reactants are [C:1]1([CH2:7][C:8]([N:10]=[C:11]=[S:12])=[O:9])[CH:6]=[CH:5][CH:4]=[CH:3][CH:2]=1.[NH2:13][C:14]1[CH:42]=[CH:41][C:17]([O:18][C:19]2[CH:24]=[CH:23][N:22]=[C:21]([NH:25][C:26]([N:28]3[CH2:33][CH2:32][CH:31]([N:34]4[CH2:39][CH2:38][N:37]([CH3:40])[CH2:36][CH2:35]4)[CH2:30][CH2:29]3)=[O:27])[CH:20]=2)=[C:16]([F:43])[CH:15]=1.C12(CS(O)(=O)=O)C(C)(C)C(CC1)CC2=O. The catalyst is C1(C)C=CC=CC=1.C(O)C. The product is [F:43][C:16]1[CH:15]=[C:14]([NH:13][C:11]([NH:10][C:8](=[O:9])[CH2:7][C:1]2[CH:6]=[CH:5][CH:4]=[CH:3][CH:2]=2)=[S:12])[CH:42]=[CH:41][C:17]=1[O:18][C:19]1[CH:24]=[CH:23][N:22]=[C:21]([NH:25][C:26]([N:28]2[CH2:29][CH2:30][CH:31]([N:34]3[CH2:35][CH2:36][N:37]([CH3:40])[CH2:38][CH2:39]3)[CH2:32][CH2:33]2)=[O:27])[CH:20]=1. The yield is 0.250. (3) The reactants are [CH:1]([O:4][C:5]1[S:6][CH:7]=[CH:8][N:9]=1)(C)[CH3:2].[Br:10]N1C(=O)CCC1=O.C(OCC)(=O)C.CCCCCC. The catalyst is CN(C=O)C. The product is [Br:10][C:7]1[S:6][C:5]([O:4][CH2:1][CH3:2])=[N:9][CH:8]=1. The yield is 0.910. (4) The reactants are [CH3:1][O:2][C:3]1[CH:4]=[C:5]2[C:10](=[CH:11][C:12]=1[O:13][CH3:14])[N:9]=[CH:8][N:7]=[C:6]2[O:15][C:16]1[CH:17]=[C:18]([CH:20]=[CH:21][CH:22]=1)[NH2:19].[CH3:23][O:24][CH2:25][CH2:26][O:27][C:28]1[CH:29]=[C:30]([NH:38][C:39](=O)[O:40]C2C=CC=CC=2)[CH:31]=[C:32]([C:34]([F:37])([F:36])[F:35])[CH:33]=1. The catalyst is CO.C(Cl)Cl. The product is [CH3:1][O:2][C:3]1[CH:4]=[C:5]2[C:10](=[CH:11][C:12]=1[O:13][CH3:14])[N:9]=[CH:8][N:7]=[C:6]2[O:15][C:16]1[CH:17]=[C:18]([NH:19][C:39]([NH:38][C:30]2[CH:31]=[C:32]([C:34]([F:36])([F:37])[F:35])[CH:33]=[C:28]([O:27][CH2:26][CH2:25][O:24][CH3:23])[CH:29]=2)=[O:40])[CH:20]=[CH:21][CH:22]=1. The yield is 0.900. (5) The reactants are [Br:1]Br.[CH3:3][O:4][C:5]1[CH:12]=[CH:11][CH:10]=[CH:9][C:6]=1[C:7]#[N:8]. The catalyst is C(Cl)(Cl)Cl. The product is [Br:1][C:10]1[CH:11]=[CH:12][C:5]([O:4][CH3:3])=[C:6]([CH:9]=1)[C:7]#[N:8]. The yield is 0.710. (6) The reactants are N1C=CC=CC=1.Cl[C:8]([O:10][CH:11]([Cl:13])[CH3:12])=[O:9].[C:14]([O:18][CH2:19][CH2:20][CH2:21][CH2:22][OH:23])(=[O:17])[CH:15]=[CH2:16]. The catalyst is ClCCl. The product is [C:8](=[O:9])([O:23][CH2:22][CH2:21][CH2:20][CH2:19][O:18][C:14](=[O:17])[CH:15]=[CH2:16])[O:10][CH:11]([Cl:13])[CH3:12]. The yield is 0.900. (7) The reactants are [C:1]([O:5][C:6]([N:8]1[CH2:13][CH2:12][C:11]([CH:16]2[CH2:21][CH2:20][CH2:19][CH2:18][CH2:17]2)([CH:14]=O)[CH2:10][CH2:9]1)=[O:7])([CH3:4])([CH3:3])[CH3:2].[NH2:22][C:23]1[S:24][CH:25]=[CH:26][N:27]=1.C(O[BH-](OC(=O)C)OC(=O)C)(=O)C.[Na+]. The catalyst is C1(C)C=CC=CC=1.C(OCC)(=O)C. The product is [C:1]([O:5][C:6]([N:8]1[CH2:13][CH2:12][C:11]([CH:16]2[CH2:21][CH2:20][CH2:19][CH2:18][CH2:17]2)([CH2:14][NH:22][C:23]2[S:24][CH:25]=[CH:26][N:27]=2)[CH2:10][CH2:9]1)=[O:7])([CH3:4])([CH3:3])[CH3:2]. The yield is 0.820. (8) The reactants are [CH:1]1([NH:4][C:5]2(N)[N:13]=[C:12]([C:14]([F:17])([F:16])[F:15])[N:11]=[C:10]3[C:6]2=[N:7][CH:8]=[N:9]3)[CH2:3][CH2:2]1.[CH3:19][O:20][C:21]1[CH:22]=[C:23](B(O)O)[CH:24]=[CH:25][C:26]=1[O:27][CH3:28].C(N(CC)CC)C.C(#N)C. The catalyst is C([O-])(=O)C.[Cu+2].C([O-])(=O)C.C(OCC)(=O)C. The product is [CH:1]1([NH:4][C:5]2[N:13]=[C:12]([C:14]([F:17])([F:15])[F:16])[N:11]=[C:10]3[C:6]=2[N:7]=[CH:8][N:9]3[C:24]2[CH:23]=[CH:22][C:21]([O:20][CH3:19])=[C:26]([O:27][CH3:28])[CH:25]=2)[CH2:3][CH2:2]1. The yield is 0.100.